From a dataset of Merck oncology drug combination screen with 23,052 pairs across 39 cell lines. Regression. Given two drug SMILES strings and cell line genomic features, predict the synergy score measuring deviation from expected non-interaction effect. (1) Drug 1: O=c1[nH]cc(F)c(=O)[nH]1. Drug 2: CCc1cnn2c(NCc3ccc[n+]([O-])c3)cc(N3CCCCC3CCO)nc12. Cell line: A427. Synergy scores: synergy=-7.75. (2) Drug 2: CCC1(O)C(=O)OCc2c1cc1n(c2=O)Cc2cc3c(CN(C)C)c(O)ccc3nc2-1. Synergy scores: synergy=7.76. Drug 1: COC1CC2CCC(C)C(O)(O2)C(=O)C(=O)N2CCCCC2C(=O)OC(C(C)CC2CCC(OP(C)(C)=O)C(OC)C2)CC(=O)C(C)C=C(C)C(O)C(OC)C(=O)C(C)CC(C)C=CC=CC=C1C. Cell line: SKMES1. (3) Drug 1: CC(C)CC(NC(=O)C(Cc1ccccc1)NC(=O)c1cnccn1)B(O)O. Drug 2: NC1CCCCC1N.O=C(O)C(=O)O.[Pt+2]. Cell line: T47D. Synergy scores: synergy=-37.7. (4) Synergy scores: synergy=0.168. Drug 2: Cc1nc(Nc2ncc(C(=O)Nc3c(C)cccc3Cl)s2)cc(N2CCN(CCO)CC2)n1. Drug 1: CC1CC2C3CCC4=CC(=O)C=CC4(C)C3(F)C(O)CC2(C)C1(O)C(=O)CO. Cell line: COLO320DM. (5) Drug 1: COC1=C2CC(C)CC(OC)C(O)C(C)C=C(C)C(OC(N)=O)C(OC)C=CC=C(C)C(=O)NC(=CC1=O)C2=O. Drug 2: CCC1(O)C(=O)OCc2c1cc1n(c2=O)Cc2cc3c(CN(C)C)c(O)ccc3nc2-1. Cell line: OVCAR3. Synergy scores: synergy=18.4. (6) Drug 1: CCC1(O)CC2CN(CCc3c([nH]c4ccccc34)C(C(=O)OC)(c3cc4c(cc3OC)N(C)C3C(O)(C(=O)OC)C(OC(C)=O)C5(CC)C=CCN6CCC43C65)C2)C1. Drug 2: COC1=C2CC(C)CC(OC)C(O)C(C)C=C(C)C(OC(N)=O)C(OC)C=CC=C(C)C(=O)NC(=CC1=O)C2=O. Cell line: NCIH520. Synergy scores: synergy=-21.1.